Predict the reaction yield, written as a fraction of the theoretical maximum amount of product (1.0 means a 100% yield; for example, 0.34 means a 34% yield). From a dataset of Reaction yield outcomes from USPTO patents with 853,638 reactions. (1) The reactants are [CH2:1]([C:4]1([C:19]2[CH:24]=[CH:23][CH:22]=[CH:21][CH:20]=2)[O:8][C:7](=[O:9])[N:6]([C@H:10]([C:12]2[CH:17]=[CH:16][C:15]([Br:18])=[CH:14][CH:13]=2)[CH3:11])[CH2:5]1)[CH:2]=[CH2:3].B.C1C[O:29]CC1. The catalyst is C1COCC1. The product is [Br:18][C:15]1[CH:16]=[CH:17][C:12]([C@@H:10]([N:6]2[CH2:5][C:4]([CH2:1][CH2:2][CH2:3][OH:29])([C:19]3[CH:24]=[CH:23][CH:22]=[CH:21][CH:20]=3)[O:8][C:7]2=[O:9])[CH3:11])=[CH:13][CH:14]=1. The yield is 0.936. (2) The product is [Br:8][C:5]1[N:4]=[C:3]([C:9]2[O:14][C:13]([C:15]3[S:16][CH:17]=[CH:18][C:19]=3[CH3:20])=[N:12][N:11]=2)[C:2]([NH2:1])=[N:7][CH:6]=1. The yield is 0.520. The catalyst is C(#N)C. The reactants are [NH2:1][C:2]1[C:3]([C:9]([NH:11][NH:12][C:13]([C:15]2[S:16][CH:17]=[CH:18][C:19]=2[CH3:20])=[O:14])=O)=[N:4][C:5]([Br:8])=[CH:6][N:7]=1.CCN(C(C)C)C(C)C.BrP(Br)(C1C=CC=CC=1)(C1C=CC=CC=1)C1C=CC=CC=1. (3) The reactants are Br[C:2]1[CH:3]=[C:4]([CH:16]=[CH:17][C:18]=1[O:19][CH3:20])[CH2:5][C:6]1[CH:11]=[CH:10][C:9]([NH:12][C:13]([NH2:15])=[O:14])=[CH:8][CH:7]=1.C(COC)OC.[Cl:27][C:28]1[CH:29]=[C:30](B(O)O)[CH:31]=[CH:32][CH:33]=1.P([O-])([O-])([O-])=O.[K+].[K+].[K+]. The catalyst is [Pd].C1(P(C2C=CC=CC=2)C2C=CC=CC=2)C=CC=CC=1.C1(P(C2C=CC=CC=2)C2C=CC=CC=2)C=CC=CC=1.C1(P(C2C=CC=CC=2)C2C=CC=CC=2)C=CC=CC=1.C1(P(C2C=CC=CC=2)C2C=CC=CC=2)C=CC=CC=1.O.C(O)C. The product is [Cl:27][C:28]1[CH:33]=[C:32]([C:2]2[C:18]([O:19][CH3:20])=[CH:17][CH:16]=[C:4]([CH2:5][C:6]3[CH:11]=[CH:10][C:9]([NH:12][C:13]([NH2:15])=[O:14])=[CH:8][CH:7]=3)[CH:3]=2)[CH:31]=[CH:30][CH:29]=1. The yield is 0.510. (4) The reactants are Br[C:2]1[CH:3]=[C:4]([O:9][C:10]2[C:11]([F:19])=[C:12]([CH2:17][NH2:18])[CH:13]=[CH:14][C:15]=2[Cl:16])[CH:5]=[C:6]([Cl:8])[CH:7]=1.[Br-].[CH2:21]([Zn+])[CH2:22][CH2:23][CH3:24]. The catalyst is C1COCC1.CCOC(C)=O.C1C=CC([P]([Pd]([P](C2C=CC=CC=2)(C2C=CC=CC=2)C2C=CC=CC=2)([P](C2C=CC=CC=2)(C2C=CC=CC=2)C2C=CC=CC=2)[P](C2C=CC=CC=2)(C2C=CC=CC=2)C2C=CC=CC=2)(C2C=CC=CC=2)C2C=CC=CC=2)=CC=1. The product is [CH2:21]([C:2]1[CH:3]=[C:4]([O:9][C:10]2[C:11]([F:19])=[C:12]([CH2:17][NH2:18])[CH:13]=[CH:14][C:15]=2[Cl:16])[CH:5]=[C:6]([Cl:8])[CH:7]=1)[CH2:22][CH2:23][CH3:24]. The yield is 0.750. (5) The reactants are [CH3:1][N:2]1[C:7](=[O:8])[C:6]([C:9]2[CH:14]=[CH:13][C:12]([O:15][C:16]3[CH:21]=[CH:20][N:19]=[C:18]([C:22]4[CH:23]=[N:24][N:25]([CH3:27])[CH:26]=4)[CH:17]=3)=[C:11]([CH3:28])[N:10]=2)=[CH:5][N:4]=[C:3]1SC.[CH:31]([NH2:34])([CH3:33])[CH3:32]. No catalyst specified. The product is [CH:31]([NH:34][C:3]1[N:2]([CH3:1])[C:7](=[O:8])[C:6]([C:9]2[CH:14]=[CH:13][C:12]([O:15][C:16]3[CH:21]=[CH:20][N:19]=[C:18]([C:22]4[CH:23]=[N:24][N:25]([CH3:27])[CH:26]=4)[CH:17]=3)=[C:11]([CH3:28])[N:10]=2)=[CH:5][N:4]=1)([CH3:33])[CH3:32]. The yield is 0.590. (6) The reactants are [CH3:1][O:2][C:3]([C:5]1[CH:6]=[C:7]([CH:11]=[CH:12][CH:13]=1)[C:8]([OH:10])=O)=[O:4].[NH:14]1[CH2:19][CH2:18][O:17][CH2:16][CH2:15]1.CN(C(ON1N=NC2C=CC=NC1=2)=[N+](C)C)C.F[P-](F)(F)(F)(F)F. The catalyst is C(Cl)Cl. The product is [N:14]1([C:8]([C:7]2[CH:6]=[C:5]([CH:13]=[CH:12][CH:11]=2)[C:3]([O:2][CH3:1])=[O:4])=[O:10])[CH2:19][CH2:18][O:17][CH2:16][CH2:15]1. The yield is 0.905. (7) The reactants are [Br:1][C:2]1[C:18]([Cl:19])=[CH:17][C:5]([O:6][C:7]2[C:12]([C:13]([OH:15])=O)=[CH:11][N:10]=[C:9]([CH3:16])[CH:8]=2)=[C:4]([Cl:20])[CH:3]=1.C(N(C(C)C)C(C)C)C.CN(C(ON1N=NC2C=CC=NC1=2)=[N+](C)C)C.F[P-](F)(F)(F)(F)F.[CH:54]1([N:57]2[C:66]3[C:61](=[CH:62][CH:63]=[CH:64][CH:65]=3)[NH:60][CH2:59][CH2:58]2)[CH2:56][CH2:55]1.C(=O)(O)[O-].[Na+]. The catalyst is CN(C)C=O.C(OCC)(=O)C. The product is [Br:1][C:2]1[C:18]([Cl:19])=[CH:17][C:5]([O:6][C:7]2[CH:8]=[C:9]([CH3:16])[N:10]=[CH:11][C:12]=2[C:13]([N:60]2[C:61]3[C:66](=[CH:65][CH:64]=[CH:63][CH:62]=3)[N:57]([CH:54]3[CH2:56][CH2:55]3)[CH2:58][CH2:59]2)=[O:15])=[C:4]([Cl:20])[CH:3]=1. The yield is 0.230.